Regression. Given a peptide amino acid sequence and an MHC pseudo amino acid sequence, predict their binding affinity value. This is MHC class II binding data. From a dataset of Peptide-MHC class II binding affinity with 134,281 pairs from IEDB. (1) The peptide sequence is GYKVQTNGPWMQVPL. The MHC is HLA-DQA10201-DQB10402 with pseudo-sequence HLA-DQA10201-DQB10402. The binding affinity (normalized) is 0.521. (2) The MHC is DRB1_0301 with pseudo-sequence DRB1_0301. The peptide sequence is ITDDNEEPIAPYHFD. The binding affinity (normalized) is 0.218.